Predict the reaction yield, written as a fraction of the theoretical maximum amount of product (1.0 means a 100% yield; for example, 0.34 means a 34% yield). From a dataset of Reaction yield outcomes from USPTO patents with 853,638 reactions. (1) The reactants are [Cl:1][C:2]1[CH:18]=[CH:17][C:5]2[CH2:6][CH2:7][N:8]([C:11](=[O:16])[C:12]([F:15])([F:14])[F:13])[CH2:9][CH2:10][C:4]=2[C:3]=1OS(C(F)(F)F)(=O)=O.[CH3:27][C:28]([CH3:36])([CH3:35])[C:29]([NH:31][CH2:32][C:33]#[CH:34])=[O:30]. The catalyst is CN(C=O)C.C(N(CC)CC)C. The product is [Cl:1][C:2]1[CH:18]=[CH:17][C:5]2[CH2:6][CH2:7][N:8]([C:11](=[O:16])[C:12]([F:15])([F:14])[F:13])[CH2:9][CH2:10][C:4]=2[C:3]=1[C:34]#[C:33][CH2:32][NH:31][C:29](=[O:30])[C:28]([CH3:36])([CH3:35])[CH3:27]. The yield is 0.580. (2) The reactants are O[N:2]=[C:3]([NH2:13])[CH2:4][C:5]1([CH:10]([CH3:12])[CH3:11])OCC[O:6]1.Cl. The catalyst is C(O)C. The product is [CH:10]([C:5]1[O:6][N:2]=[C:3]([NH2:13])[CH:4]=1)([CH3:12])[CH3:11]. The yield is 0.680.